From a dataset of Full USPTO retrosynthesis dataset with 1.9M reactions from patents (1976-2016). Predict the reactants needed to synthesize the given product. (1) Given the product [CH:1]1([CH2:4][O:5][C:6]2[CH:25]=[CH:24][C:9]3[N:10]=[C:11]([C@H:13]4[CH2:18][CH2:17][C@H:16]([O:19][CH2:20][CH:21]([OH:23])[CH3:22])[CH2:15][CH2:14]4)[O:12][C:8]=3[CH:7]=2)[CH2:3][CH2:2]1, predict the reactants needed to synthesize it. The reactants are: [CH:1]1([CH2:4][O:5][C:6]2[CH:25]=[CH:24][C:9]3[N:10]=[C:11]([C@H:13]4[CH2:18][CH2:17][C@H:16]([O:19][CH2:20][C:21](=[O:23])[CH3:22])[CH2:15][CH2:14]4)[O:12][C:8]=3[CH:7]=2)[CH2:3][CH2:2]1.[BH4-].[Na+]. (2) Given the product [CH2:11]([N:18]1[CH2:23][CH:22]([CH3:24])[O:21][CH2:20][CH:19]1[CH2:25][CH:26]=[O:27])[C:12]1[CH:13]=[CH:14][CH:15]=[CH:16][CH:17]=1, predict the reactants needed to synthesize it. The reactants are: C(Cl)(=O)C(Cl)=O.CS(C)=O.[CH2:11]([N:18]1[CH2:23][CH:22]([CH3:24])[O:21][CH2:20][CH:19]1[CH2:25][CH2:26][OH:27])[C:12]1[CH:17]=[CH:16][CH:15]=[CH:14][CH:13]=1.C(N(CC)CC)C.